From a dataset of Forward reaction prediction with 1.9M reactions from USPTO patents (1976-2016). Predict the product of the given reaction. (1) Given the reactants [CH3:1][C@:2]12[C@@:19]3([CH3:20])[C@@H:10]([C@:11]4([CH3:24])[C@@H:16]([CH2:17][CH2:18]3)[C:15]([CH3:22])([CH3:21])[C:14](=[O:23])[CH2:13][CH2:12]4)[CH2:9][CH2:8][C@@H:7]1[C@H:6]1[C@H:25]([C:28]([CH3:30])=[CH2:29])[CH2:26][CH2:27][C@:5]1([NH:31]C(=O)OC(C)(C)C)[CH2:4][CH2:3]2.C[Si]([N-][Si](C)(C)C)(C)C.[K+].[F:49][C:50]([F:69])([F:68])[S:51](N(C1C=CC=CC=1)[S:51]([C:50]([F:69])([F:68])[F:49])(=[O:53])=[O:52])(=[O:53])=[O:52], predict the reaction product. The product is: [F:49][C:50]([F:69])([F:68])[S:51]([O:23][C:14]1[C:15]([CH3:21])([CH3:22])[C@H:16]2[C@:11]([CH3:24])([CH2:12][CH:13]=1)[C@@H:10]1[C@:19]([CH3:20])([C@@:2]3([CH3:1])[C@H:7]([CH2:8][CH2:9]1)[C@H:6]1[C@H:25]([C:28]([CH3:30])=[CH2:29])[CH2:26][CH2:27][C@:5]1([NH2:31])[CH2:4][CH2:3]3)[CH2:18][CH2:17]2)(=[O:53])=[O:52]. (2) Given the reactants [F:1][C:2]1[C:7]([O:8][CH3:9])=[CH:6][C:5]([O:10][CH3:11])=[C:4]([F:12])[C:3]=1[N:13]1[CH2:18][C:17]2[CH:19]=[N:20][C:21]([C:23]3[C:24]([CH3:28])=[N:25][NH:26][CH:27]=3)=[CH:22][C:16]=2[N:15]([CH2:29][CH3:30])[C:14]1=[O:31].C(=O)([O-])[O-].[Cs+].[Cs+].Br.Br[CH2:40][C:41]1[CH:42]=[N:43][CH:44]=[CH:45][CH:46]=1, predict the reaction product. The product is: [F:1][C:2]1[C:7]([O:8][CH3:9])=[CH:6][C:5]([O:10][CH3:11])=[C:4]([F:12])[C:3]=1[N:13]1[CH2:18][C:17]2[CH:19]=[N:20][C:21]([C:23]3[C:24]([CH3:28])=[N:25][N:26]([CH2:40][C:41]4[CH:42]=[N:43][CH:44]=[CH:45][CH:46]=4)[CH:27]=3)=[CH:22][C:16]=2[N:15]([CH2:29][CH3:30])[C:14]1=[O:31]. (3) Given the reactants Cl.[F:2][C:3]1[CH:11]=[C:10]2[C:6]([C:7]([C:21]3[CH:22]=[N:23][N:24]([CH2:26][CH2:27][NH2:28])[CH:25]=3)=[CH:8][N:9]2[S:12]([C:15]2[CH:20]=[CH:19][CH:18]=[CH:17][CH:16]=2)(=[O:14])=[O:13])=[CH:5][CH:4]=1.[CH3:29][C:30](OC(C)=O)=[O:31], predict the reaction product. The product is: [F:2][C:3]1[CH:11]=[C:10]2[C:6]([C:7]([C:21]3[CH:22]=[N:23][N:24]([CH2:26][CH2:27][NH:28][C:30](=[O:31])[CH3:29])[CH:25]=3)=[CH:8][N:9]2[S:12]([C:15]2[CH:16]=[CH:17][CH:18]=[CH:19][CH:20]=2)(=[O:14])=[O:13])=[CH:5][CH:4]=1. (4) Given the reactants [OH:1][C:2]1[CH:3]=[C:4]([CH:7]=[CH:8][C:9]=1[OH:10])[CH:5]=[O:6].[C:11](=O)([O-])[O-].[K+].[K+].[C:17](#N)[CH3:18], predict the reaction product. The product is: [O:10]1[CH2:18][CH2:17][CH2:11][O:1][C:2]2[CH:3]=[C:4]([CH:5]=[O:6])[CH:7]=[CH:8][C:9]1=2.